This data is from Catalyst prediction with 721,799 reactions and 888 catalyst types from USPTO. The task is: Predict which catalyst facilitates the given reaction. (1) Reactant: [Br:1][C:2]1[CH:7]=[CH:6][C:5]([NH:8][C:9]2[C:18]([F:19])=[C:17]([F:20])[CH:16]=[CH:15][C:10]=2[C:11]([NH:13][NH2:14])=[O:12])=[C:4]([F:21])[CH:3]=1.[N:22]#[C:23]Br.C([O-])(O)=O.[Na+].O. Product: [Br:1][C:2]1[CH:7]=[CH:6][C:5]([NH:8][C:9]2[C:18]([F:19])=[C:17]([F:20])[CH:16]=[CH:15][C:10]=2[C:11]2[O:12][C:23]([NH2:22])=[N:14][N:13]=2)=[C:4]([F:21])[CH:3]=1. The catalyst class is: 12. (2) Reactant: [Br:1][C:2]1[CH:3]=[N:4][CH:5]=[N+:6]([O-])[CH:7]=1.C[Si]([C:13]#[N:14])(C)C.C(N(CC)CC)C. Product: [Br:1][C:2]1[C:3]([C:13]#[N:14])=[N:4][CH:5]=[N:6][CH:7]=1. The catalyst class is: 10. (3) Reactant: Cl[C:2]1[N:7]=[CH:6][N:5]=[C:4]([NH:8][C:9]2[CH:10]=[C:11]([NH:15]C(=O)OC(C)(C)C)[CH:12]=[CH:13][CH:14]=2)[CH:3]=1.[O:23]([C:30]1[CH:36]=[CH:35][C:33]([NH2:34])=[CH:32][CH:31]=1)[C:24]1[CH:29]=[CH:28][CH:27]=[CH:26][CH:25]=1.Cl. Product: [NH2:15][C:11]1[CH:10]=[C:9]([NH:8][C:4]2[CH:3]=[C:2]([NH:34][C:33]3[CH:32]=[CH:31][C:30]([O:23][C:24]4[CH:29]=[CH:28][CH:27]=[CH:26][CH:25]=4)=[CH:36][CH:35]=3)[N:7]=[CH:6][N:5]=2)[CH:14]=[CH:13][CH:12]=1. The catalyst class is: 51. (4) Reactant: [H-].[Na+].[N+:3]([C:6]1[CH:14]=[CH:13][CH:12]=[C:11]2[C:7]=1[CH:8]=[CH:9][NH:10]2)([O-:5])=[O:4].C(OC([N:22]1[C:30]2[C:25](=[C:26]([CH2:31]Cl)[CH:27]=[CH:28][N:29]=2)[CH:24]=[CH:23]1)=O)(C)(C)C. Product: [N+:3]([C:6]1[CH:14]=[CH:13][CH:12]=[C:11]2[C:7]=1[CH:8]=[CH:9][N:10]2[CH2:31][C:26]1[CH:27]=[CH:28][N:29]=[C:30]2[NH:22][CH:23]=[CH:24][C:25]=12)([O-:5])=[O:4]. The catalyst class is: 1. (5) Reactant: CO[C:3](=[O:19])[C:4]([S:15][CH2:16][CH2:17][CH3:18])=[CH:5][NH:6][C:7]1[CH:12]=[CH:11][C:10]([O:13][CH3:14])=[CH:9][CH:8]=1. The catalyst class is: 400. Product: [CH3:14][O:13][C:10]1[CH:11]=[C:12]2[C:7](=[CH:8][CH:9]=1)[N:6]=[CH:5][C:4]([S:15][CH2:16][CH2:17][CH3:18])=[C:3]2[OH:19]. (6) The catalyst class is: 4. Product: [NH:8]1[C@@H:9]2[C@@H:10]1[CH:11]=[C:12]([C:26]([O:28][CH2:29][CH3:30])=[O:27])[CH2:13][C@H:14]2[O:15][S:16]([C:19]1[CH:25]=[CH:24][C:22]([CH3:23])=[CH:21][CH:20]=1)(=[O:18])=[O:17].[Br-:31].[CH2:1]([NH+:3]([CH2:6][CH3:7])[CH2:4][CH3:5])[CH3:2]. Reactant: [CH2:1]([N:3]([CH2:6][CH3:7])[CH2:4][CH3:5])[CH3:2].[NH2:8][C@@H:9]1[C@H:14]([O:15][S:16]([C:19]2[CH:25]=[CH:24][C:22]([CH3:23])=[CH:21][CH:20]=2)(=[O:18])=[O:17])[CH2:13][C:12]([C:26]([O:28][CH2:29][CH3:30])=[O:27])=[CH:11][C@H:10]1[Br:31]. (7) Reactant: [CH2:1]([N:3](CC)[CH2:4]C)C.C(OC([NH:15][C@@H:16]([CH2:20][CH3:21])[C:17](O)=[O:18])=O)(C)(C)C.F[P-](F)(F)(F)(F)F.N1(O[P+](N(C)C)(N(C)C)N(C)C)C2C=CC=CC=2N=N1.CNC.C(Cl)[Cl:53]. Product: [ClH:53].[NH2:15][C@@H:16]([CH2:20][CH3:21])[C:17]([N:3]([CH3:4])[CH3:1])=[O:18]. The catalyst class is: 7.